This data is from Reaction yield outcomes from USPTO patents with 853,638 reactions. The task is: Predict the reaction yield, written as a fraction of the theoretical maximum amount of product (1.0 means a 100% yield; for example, 0.34 means a 34% yield). (1) The reactants are S(Cl)(Cl)=O.[NH2:5][CH:6]([CH:10]([OH:19])[C:11]1[CH:16]=[CH:15][C:14]([O:17][CH3:18])=[CH:13][CH:12]=1)[C:7]([OH:9])=[O:8].[CH3:20]O. No catalyst specified. The product is [NH2:5][C@@H:6]([C@H:10]([OH:19])[C:11]1[CH:16]=[CH:15][C:14]([O:17][CH3:18])=[CH:13][CH:12]=1)[C:7]([O:9][CH3:20])=[O:8]. The yield is 0.590. (2) The reactants are [F:1][C:2]1[CH:7]=[CH:6][C:5]([CH2:8][C:9]2[C:10]([N:16]3[CH2:22][C:21]4[CH:23]=[C:24]([C:27]5[CH:36]=[CH:35][C:30]([C:31]([O:33]C)=[O:32])=[CH:29][CH:28]=5)[CH:25]=[CH:26][C:20]=4[O:19][CH2:18][CH2:17]3)=[N:11][CH:12]=[N:13][C:14]=2[CH3:15])=[CH:4][CH:3]=1.CO.[OH-].[K+].Cl. The catalyst is C1COCC1. The product is [F:1][C:2]1[CH:7]=[CH:6][C:5]([CH2:8][C:9]2[C:10]([N:16]3[CH2:22][C:21]4[CH:23]=[C:24]([C:27]5[CH:36]=[CH:35][C:30]([C:31]([OH:33])=[O:32])=[CH:29][CH:28]=5)[CH:25]=[CH:26][C:20]=4[O:19][CH2:18][CH2:17]3)=[N:11][CH:12]=[N:13][C:14]=2[CH3:15])=[CH:4][CH:3]=1. The yield is 1.00. (3) The reactants are Cl[C:2]1[C:3]2[CH:14]=[CH:13][CH:12]=[CH:11][C:4]=2[N:5]([CH3:10])[C:6](=[O:9])[CH2:7][N:8]=1.[CH3:15][O:16][C:17]([C:19]1[CH:24]=[CH:23][C:22](B(O)O)=[CH:21][CH:20]=1)=[O:18].[C:28](=O)([O-])[O-].[Na+].[Na+].C(OCC)(=O)C. The catalyst is COCCOC.[Pd].C1(P(C2C=CC=CC=2)C2C=CC=CC=2)C=CC=CC=1.C1(P(C2C=CC=CC=2)C2C=CC=CC=2)C=CC=CC=1.C1(P(C2C=CC=CC=2)C2C=CC=CC=2)C=CC=CC=1.C1(P(C2C=CC=CC=2)C2C=CC=CC=2)C=CC=CC=1. The product is [CH3:10][N:5]1[C:4]2[CH:11]=[CH:12][CH:13]=[CH:14][C:3]=2[C:2]([C:22]2[CH:23]=[CH:24][C:19]([C:17]([O:16][CH2:15][CH3:28])=[O:18])=[CH:20][CH:21]=2)=[N:8][CH2:7][C:6]1=[O:9]. The yield is 0.540. (4) The reactants are [CH:1]1([CH:4]([NH2:8])[CH2:5][O:6][CH3:7])[CH2:3][CH2:2]1.C([O-])([O-])=O.[Na+].[Na+].[C:15](Cl)([O:17][CH2:18][C:19]1[CH:24]=[CH:23][CH:22]=[CH:21][CH:20]=1)=[O:16]. The product is [CH:1]1([CH:4]([NH:8][C:15](=[O:16])[O:17][CH2:18][C:19]2[CH:24]=[CH:23][CH:22]=[CH:21][CH:20]=2)[CH2:5][O:6][CH3:7])[CH2:3][CH2:2]1. The yield is 0.780. The catalyst is C(Cl)Cl.O.O. (5) The reactants are Br[C:2]1[C:3](=[O:16])[N:4]([CH3:15])[C:5]([NH:8][C:9]2[CH:14]=[CH:13][CH:12]=[CH:11][CH:10]=2)=[N:6][CH:7]=1.[CH2:17]([O:24][C:25]1[CH:30]=[CH:29][C:28](B(O)O)=[CH:27][C:26]=1[F:34])[C:18]1[CH:23]=[CH:22][CH:21]=[CH:20][CH:19]=1.[Cl-].[Li+]. The catalyst is O1CCOCC1.C([O-])([O-])=O.[Na+].[Na+].C1C=CC([P]([Pd]([P](C2C=CC=CC=2)(C2C=CC=CC=2)C2C=CC=CC=2)([P](C2C=CC=CC=2)(C2C=CC=CC=2)C2C=CC=CC=2)[P](C2C=CC=CC=2)(C2C=CC=CC=2)C2C=CC=CC=2)(C2C=CC=CC=2)C2C=CC=CC=2)=CC=1. The product is [CH2:17]([O:24][C:25]1[CH:30]=[CH:29][C:28]([C:2]2[C:3](=[O:16])[N:4]([CH3:15])[C:5]([NH:8][C:9]3[CH:14]=[CH:13][CH:12]=[CH:11][CH:10]=3)=[N:6][CH:7]=2)=[CH:27][C:26]=1[F:34])[C:18]1[CH:19]=[CH:20][CH:21]=[CH:22][CH:23]=1. The yield is 0.640.